This data is from Forward reaction prediction with 1.9M reactions from USPTO patents (1976-2016). The task is: Predict the product of the given reaction. (1) Given the reactants [F:1][C:2]1[CH:17]=[CH:16][CH:15]=[C:14]([F:18])[C:3]=1[CH2:4][O:5][C:6]1[C:7]([NH2:13])=[N:8][CH:9]=[C:10]([CH3:12])[CH:11]=1.Cl[CH:20]([C:26]([CH:28]1[CH2:30][CH2:29]1)=O)[C:21]([O:23][CH2:24][CH3:25])=[O:22], predict the reaction product. The product is: [CH:28]1([C:26]2[N:13]=[C:7]3[C:6]([O:5][CH2:4][C:3]4[C:14]([F:18])=[CH:15][CH:16]=[CH:17][C:2]=4[F:1])=[CH:11][C:10]([CH3:12])=[CH:9][N:8]3[C:20]=2[C:21]([O:23][CH2:24][CH3:25])=[O:22])[CH2:30][CH2:29]1. (2) Given the reactants [F:1][C:2]1[C:7]2[N:8]=[C:9]([CH3:11])[O:10][C:6]=2[C:5]2[NH:12][C:13](=[O:23])[N:14]([C:15]3[CH:20]=[CH:19][C:18]([I:21])=[CH:17][C:16]=3[F:22])[C:4]=2[C:3]=1[F:24].[CH3:25][N:26]([CH3:31])[S:27](Cl)(=[O:29])=[O:28], predict the reaction product. The product is: [CH3:25][N:26]([CH3:31])[S:27]([N:12]1[C:5]2[C:6]3[O:10][C:9]([CH3:11])=[N:8][C:7]=3[C:2]([F:1])=[C:3]([F:24])[C:4]=2[N:14]([C:15]2[CH:20]=[CH:19][C:18]([I:21])=[CH:17][C:16]=2[F:22])[C:13]1=[O:23])(=[O:29])=[O:28]. (3) Given the reactants [CH:12]1([NH:11]S([NH:11][CH:12]2[CH2:17][CH2:16][CH2:15][CH2:14][CH2:13]2)(=O)=O)[CH2:17][CH2:16][CH2:15][CH2:14][CH2:13]1.[O-]Cl.[Na+].[OH-].[Na+], predict the reaction product. The product is: [N:11]([CH:12]1[CH2:13][CH2:14][CH2:15][CH2:16][CH2:17]1)=[N:11][CH:12]1[CH2:13][CH2:14][CH2:15][CH2:16][CH2:17]1.